From a dataset of Catalyst prediction with 721,799 reactions and 888 catalyst types from USPTO. Predict which catalyst facilitates the given reaction. Reactant: [CH3:1][O:2][CH2:3][C:4]1[O:5][C:6]2[CH:12]=[CH:11][C:10]3[CH:13]=[N:14][N:15]([CH2:16][C@H:17](O)[CH3:18])[C:9]=3[C:7]=2[N:8]=1.C(N(CC)CC)C.CS(OS(C)(=O)=O)(=O)=O.[N-:36]=[N+:37]=[N-:38].[Na+]. Product: [N:36]([C@@H:17]([CH3:18])[CH2:16][N:15]1[C:9]2[C:7]3[N:8]=[C:4]([CH2:3][O:2][CH3:1])[O:5][C:6]=3[CH:12]=[CH:11][C:10]=2[CH:13]=[N:14]1)=[N+:37]=[N-:38]. The catalyst class is: 7.